Dataset: CYP1A2 inhibition data for predicting drug metabolism from PubChem BioAssay. Task: Regression/Classification. Given a drug SMILES string, predict its absorption, distribution, metabolism, or excretion properties. Task type varies by dataset: regression for continuous measurements (e.g., permeability, clearance, half-life) or binary classification for categorical outcomes (e.g., BBB penetration, CYP inhibition). Dataset: cyp1a2_veith. (1) The compound is Cc1ccc2c(c1)N[C@H](c1ccc(C(=O)O)cc1)c1cccn1-2. The result is 1 (inhibitor). (2) The molecule is N[C@H]1CCN(O)C1=O. The result is 0 (non-inhibitor). (3) The drug is Cc1noc(C)c1-c1ccc2ncnc(N3CCN(C)CC3)c2c1. The result is 1 (inhibitor). (4) The compound is O=C([O-])C(F)(F)F.O=C([O-])C(F)(F)F.c1cc2cc(c1)C[n+]1ccc(c3ccccc31)NCc1ccc(cc1)CNc1cc[n+](c3ccccc13)C2. The result is 0 (non-inhibitor). (5) The drug is O=C(CSc1nc2ccccc2s1)c1sc2sc3ccccc3[n+]2c1O. The result is 1 (inhibitor).